This data is from Forward reaction prediction with 1.9M reactions from USPTO patents (1976-2016). The task is: Predict the product of the given reaction. (1) Given the reactants [CH3:1][N:2]1[CH2:7][CH2:6][N:5]([CH2:8][CH2:9][CH2:10][NH:11][C:12]2[CH:17]=[CH:16][CH:15]=[CH:14][C:13]=2[N+:18]([O-])=O)[CH2:4][CH2:3]1, predict the reaction product. The product is: [CH3:1][N:2]1[CH2:3][CH2:4][N:5]([CH2:8][CH2:9][CH2:10][NH:11][C:12]2[C:13]([NH2:18])=[CH:14][CH:15]=[CH:16][CH:17]=2)[CH2:6][CH2:7]1. (2) Given the reactants Br[C:2]1[S:6][C:5]([CH3:7])=[N:4][CH:3]=1.[C:8]1([CH2:14][CH2:15][C:16]([N:18]2[CH2:23][CH2:22][CH:21]([CH2:24][N:25]3[C:33]4[C:28](=[CH:29][C:30](B5OC(C)(C)C(C)(C)O5)=[CH:31][CH:32]=4)[CH:27]=[CH:26]3)[CH2:20][CH2:19]2)=[O:17])[CH:13]=[CH:12][CH:11]=[CH:10][CH:9]=1.C(=O)([O-])[O-].[Na+].[Na+], predict the reaction product. The product is: [CH3:7][C:5]1[S:6][C:2]([C:30]2[CH:29]=[C:28]3[C:33](=[CH:32][CH:31]=2)[N:25]([CH2:24][CH:21]2[CH2:22][CH2:23][N:18]([C:16](=[O:17])[CH2:15][CH2:14][C:8]4[CH:13]=[CH:12][CH:11]=[CH:10][CH:9]=4)[CH2:19][CH2:20]2)[CH:26]=[CH:27]3)=[CH:3][N:4]=1. (3) Given the reactants Br[C:2]1[CH:16]=[C:15]([Cl:17])[CH:14]=[CH:13][C:3]=1[O:4][CH2:5][C:6]([O:8][C:9]([CH3:12])([CH3:11])[CH3:10])=[O:7].[CH3:18][O:19][C:20]1[CH:21]=[C:22](B(O)O)[CH:23]=[CH:24][C:25]=1[O:26][CH3:27], predict the reaction product. The product is: [Cl:17][C:15]1[CH:14]=[CH:13][C:3]([O:4][CH2:5][C:6]([O:8][C:9]([CH3:12])([CH3:11])[CH3:10])=[O:7])=[C:2]([C:23]2[CH:22]=[CH:21][C:20]([O:19][CH3:18])=[C:25]([O:26][CH3:27])[CH:24]=2)[CH:16]=1. (4) Given the reactants [CH2:1]([N:8]1[CH2:13][CH2:12][C@@H:11]([NH:14][C:15](=[O:21])[O:16][C:17]([CH3:20])([CH3:19])[CH3:18])[C@H:10]([CH2:22][OH:23])[CH2:9]1)[C:2]1[CH:7]=[CH:6][CH:5]=[CH:4][CH:3]=1.[F:24][CH:25]([F:34])[O:26][C:27]1[CH:32]=[CH:31][C:30](O)=[CH:29][CH:28]=1.C1CCN(C(N=NC(N2CCCCC2)=O)=O)CC1.P(CCCC)(CCCC)CCCC, predict the reaction product. The product is: [CH2:1]([N:8]1[CH2:13][CH2:12][C@@H:11]([NH:14][C:15](=[O:21])[O:16][C:17]([CH3:18])([CH3:19])[CH3:20])[C@H:10]([CH2:22][O:23][C:30]2[CH:31]=[CH:32][C:27]([O:26][CH:25]([F:34])[F:24])=[CH:28][CH:29]=2)[CH2:9]1)[C:2]1[CH:3]=[CH:4][CH:5]=[CH:6][CH:7]=1.